Dataset: Forward reaction prediction with 1.9M reactions from USPTO patents (1976-2016). Task: Predict the product of the given reaction. (1) Given the reactants [F:1][C:2]1[CH:7]=[CH:6][CH:5]=[C:4]([F:8])[C:3]=1[C:9]1[N:14]=[C:13]2[C:15](I)=[CH:16][N:17]([S:18]([C:21]3[CH:27]=[CH:26][C:24]([CH3:25])=[CH:23][CH:22]=3)(=[O:20])=[O:19])[C:12]2=[CH:11][CH:10]=1.CC1(C)C(C)(C)OB([C:37]2[CH:38]=[C:39]([NH:43][CH:44]3[CH2:49][CH2:48][CH2:47][N:46]([C:50]([O:52][C:53]([CH3:56])([CH3:55])[CH3:54])=[O:51])[CH2:45]3)[CH:40]=[N:41][CH:42]=2)O1.C([O-])([O-])=O.[Na+].[Na+], predict the reaction product. The product is: [F:1][C:2]1[CH:7]=[CH:6][CH:5]=[C:4]([F:8])[C:3]=1[C:9]1[N:14]=[C:13]2[C:15]([C:37]3[CH:38]=[C:39]([NH:43][CH:44]4[CH2:49][CH2:48][CH2:47][N:46]([C:50]([O:52][C:53]([CH3:56])([CH3:55])[CH3:54])=[O:51])[CH2:45]4)[CH:40]=[N:41][CH:42]=3)=[CH:16][N:17]([S:18]([C:21]3[CH:27]=[CH:26][C:24]([CH3:25])=[CH:23][CH:22]=3)(=[O:20])=[O:19])[C:12]2=[CH:11][CH:10]=1. (2) The product is: [OH:1][C@@H:2]1[C@@H:6]([OH:7])[CH2:5][N:4]([C:8](=[O:31])[CH2:9][NH:10][C:11](=[O:30])[CH2:12][NH:13][C:14](=[O:29])[C@@H:15]([NH:17][C:18](=[O:28])[CH2:19][NH:20][C:21]2[S:22][C:23]([CH2:26][OH:27])=[CH:24][N:25]=2)[CH3:16])[C@@H:3]1[CH2:32][C:33]1[CH:34]=[CH:35][C:36]([O:39][CH3:40])=[CH:37][CH:38]=1. Given the reactants [OH:1][C@@H:2]1[C@@H:6]([OH:7])[CH2:5][N:4]([C:8](=[O:31])[CH2:9][NH:10][C:11](=[O:30])[CH2:12][NH:13][C:14](=[O:29])[C@@H:15]([NH:17][C:18](=[O:28])[CH2:19][NH:20][C:21]2[S:22][C:23]([CH:26]=[O:27])=[CH:24][N:25]=2)[CH3:16])[C@@H:3]1[CH2:32][C:33]1[CH:38]=[CH:37][C:36]([O:39][CH3:40])=[CH:35][CH:34]=1.[BH4-].[Na+], predict the reaction product. (3) Given the reactants [CH:1]([C:3]1[CH:21]=[C:6]2[C:7]([C:13]3[CH:14]([CH3:20])[CH2:15][C:16](=[O:19])[NH:17][N:18]=3)=[CH:8][CH:9]=[C:10]([O:11][CH3:12])[N:5]2[N:4]=1)=O.C([O-])(=O)C.[Na+].Cl.[NH2:28][OH:29], predict the reaction product. The product is: [CH3:12][O:11][C:10]1[N:5]2[N:4]=[C:3]([CH:1]=[N:28][OH:29])[CH:21]=[C:6]2[C:7]([C:13]2[CH:14]([CH3:20])[CH2:15][C:16](=[O:19])[NH:17][N:18]=2)=[CH:8][CH:9]=1. (4) Given the reactants C(O)(=O)C.[F:5][C:6]1[CH:11]=[CH:10][C:9]([C:12]2[CH:16]=[C:15]([C:17](OCC)=[O:18])[NH:14][N:13]=2)=[CH:8][CH:7]=1.[H-].[Al+3].[Li+].[H-].[H-].[H-], predict the reaction product. The product is: [F:5][C:6]1[CH:7]=[CH:8][C:9]([C:12]2[CH:16]=[C:15]([CH2:17][OH:18])[NH:14][N:13]=2)=[CH:10][CH:11]=1. (5) Given the reactants [Cl:1][C:2]1[CH:3]=[C:4]([C:8]2[N:9]=[C:10]([C:23](OCC)=[O:24])[S:11][C:12]=2[C:13]2[CH:18]=[CH:17][C:16](=[O:19])[N:15]([CH:20]([CH3:22])[CH3:21])[N:14]=2)[CH:5]=[CH:6][CH:7]=1.[CH:28]1([NH2:31])[CH2:30][CH2:29]1, predict the reaction product. The product is: [Cl:1][C:2]1[CH:3]=[C:4]([C:8]2[N:9]=[C:10]([C:23]([NH:31][CH:28]3[CH2:30][CH2:29]3)=[O:24])[S:11][C:12]=2[C:13]2[CH:18]=[CH:17][C:16](=[O:19])[N:15]([CH:20]([CH3:21])[CH3:22])[N:14]=2)[CH:5]=[CH:6][CH:7]=1. (6) Given the reactants Cl.[CH3:2][O:3][C:4]([C:6]1[CH:7]=[C:8]2[C:13](=[C:14]([CH:16]3[CH2:20][CH2:19][CH2:18][N:17]3C(OC(C)(C)C)=O)[CH:15]=1)[O:12][C:11]([N:28]1[CH2:33][CH2:32][O:31][C@H:30]([CH3:34])[CH2:29]1)=[CH:10][C:9]2=[O:35])=[O:5], predict the reaction product. The product is: [CH3:34][C@@H:30]1[CH2:29][N:28]([C:11]2[O:12][C:13]3[C:8]([C:9](=[O:35])[CH:10]=2)=[CH:7][C:6]([C:4]([O:3][CH3:2])=[O:5])=[CH:15][C:14]=3[CH:16]2[CH2:20][CH2:19][CH2:18][NH:17]2)[CH2:33][CH2:32][O:31]1. (7) Given the reactants [Cl:1][C:2]1[CH:7]=[CH:6][C:5]([Cl:8])=[CH:4][C:3]=1[C:9]1[N:13]([CH2:14][C:15](O)=[O:16])[C:12]2[CH:18]=[CH:19][CH:20]=[CH:21][C:11]=2[N:10]=1.[Cl:22][C:23]1[CH:24]=[C:25]([CH:27]=[C:28]([Cl:30])[CH:29]=1)[NH2:26].CN(C(ON1N=NC2C=CC=NC1=2)=[N+](C)C)C.F[P-](F)(F)(F)(F)F, predict the reaction product. The product is: [Cl:22][C:23]1[CH:24]=[C:25]([NH:26][C:15](=[O:16])[CH2:14][N:13]2[C:12]3[CH:18]=[CH:19][CH:20]=[CH:21][C:11]=3[N:10]=[C:9]2[C:3]2[CH:4]=[C:5]([Cl:8])[CH:6]=[CH:7][C:2]=2[Cl:1])[CH:27]=[C:28]([Cl:30])[CH:29]=1.